This data is from Full USPTO retrosynthesis dataset with 1.9M reactions from patents (1976-2016). The task is: Predict the reactants needed to synthesize the given product. Given the product [CH3:1][C:2]1[C:3]([C:22]2[CH:27]=[CH:26][CH:25]=[CH:24][CH:23]=2)=[C:4]([O:14][C:15]2[CH:20]=[CH:19][C:18]([O:21][CH2:35][CH2:36][CH2:37][C:38]([O:40][CH2:41][CH3:42])=[O:39])=[CH:17][CH:16]=2)[C:5]2[C:10]([CH:11]=1)=[CH:9][C:8]([O:12][CH3:13])=[CH:7][CH:6]=2, predict the reactants needed to synthesize it. The reactants are: [CH3:1][C:2]1[C:3]([C:22]2[CH:27]=[CH:26][CH:25]=[CH:24][CH:23]=2)=[C:4]([O:14][C:15]2[CH:20]=[CH:19][C:18]([OH:21])=[CH:17][CH:16]=2)[C:5]2[C:10]([CH:11]=1)=[CH:9][C:8]([O:12][CH3:13])=[CH:7][CH:6]=2.C([O-])([O-])=O.[Cs+].[Cs+].Br[CH2:35][CH2:36][CH2:37][C:38]([O:40][CH2:41][CH3:42])=[O:39].